This data is from Peptide-MHC class II binding affinity with 134,281 pairs from IEDB. The task is: Regression. Given a peptide amino acid sequence and an MHC pseudo amino acid sequence, predict their binding affinity value. This is MHC class II binding data. The binding affinity (normalized) is 0.455. The MHC is DRB1_0101 with pseudo-sequence DRB1_0101. The peptide sequence is ESDHLLSEMLNKEYI.